From a dataset of Reaction yield outcomes from USPTO patents with 853,638 reactions. Predict the reaction yield, written as a fraction of the theoretical maximum amount of product (1.0 means a 100% yield; for example, 0.34 means a 34% yield). (1) The reactants are [CH2:1]([O:3][C:4]([C:6]1[CH:11]=[CH:10][C:9](B(O)O)=[CH:8][CH:7]=1)=[O:5])[CH3:2].[O-]P([O-])([O-])=O.[K+].[K+].[K+].C([C:25]1[CH:32]=[C:31]([C:33]2[N:37]3[CH:38]=[C:39](Br)[CH:40]=[CH:41][C:36]3=[N:35][CH:34]=2)[CH:30]=[CH:29][C:26]=1[C:27]#[N:28])C. The yield is 0.450. The catalyst is O1CCOCC1.O.C1C=CC([P]([Pd]([P](C2C=CC=CC=2)(C2C=CC=CC=2)C2C=CC=CC=2)([P](C2C=CC=CC=2)(C2C=CC=CC=2)C2C=CC=CC=2)[P](C2C=CC=CC=2)(C2C=CC=CC=2)C2C=CC=CC=2)(C2C=CC=CC=2)C2C=CC=CC=2)=CC=1. The product is [C:27]([C:26]1[CH:29]=[CH:30][C:31]([C:33]2[N:37]3[CH:38]=[C:39]([C:9]4[CH:10]=[CH:11][C:6]([C:4]([O:3][CH2:1][CH3:2])=[O:5])=[CH:7][CH:8]=4)[CH:40]=[CH:41][C:36]3=[N:35][CH:34]=2)=[CH:32][CH:25]=1)#[N:28]. (2) The reactants are Cl.[Br:2][C:3]1[CH:9]=[CH:8][C:6]([NH2:7])=[CH:5][C:4]=1[C:10]([F:13])([F:12])[F:11].Cl[C:15](OC(Cl)(Cl)Cl)=[O:16]. The catalyst is C1(C)C=CC=CC=1. The product is [Br:2][C:3]1[CH:9]=[CH:8][C:6]([N:7]=[C:15]=[O:16])=[CH:5][C:4]=1[C:10]([F:11])([F:12])[F:13]. The yield is 0.860. (3) The reactants are [CH:1]1([C:6]2[CH:11]=[CH:10][CH:9]=[C:8](I)[CH:7]=2)[CH2:5][CH2:4][CH2:3][CH2:2]1.[CH2:13]([C:16]1[CH:21]=[C:20]([Sn](C)(C)C)[N:19]=[C:18]([C:26]#[N:27])[N:17]=1)[CH2:14][CH3:15]. The catalyst is CN(C=O)C.Cl[Pd](Cl)([P](C1C=CC=CC=1)(C1C=CC=CC=1)C1C=CC=CC=1)[P](C1C=CC=CC=1)(C1C=CC=CC=1)C1C=CC=CC=1. The product is [CH:1]1([C:6]2[CH:7]=[C:8]([C:20]3[CH:21]=[C:16]([CH2:13][CH2:14][CH3:15])[N:17]=[C:18]([C:26]#[N:27])[N:19]=3)[CH:9]=[CH:10][CH:11]=2)[CH2:5][CH2:4][CH2:3][CH2:2]1. The yield is 0.360. (4) The reactants are C[O:2][P:3]([CH2:7][C:8]([CH3:25])=[CH:9][CH2:10][C:11]1[C:12]([OH:24])=[C:13]2[C:17](=[C:18]([CH3:22])[C:19]=1[O:20][CH3:21])[CH2:16][O:15][C:14]2=[O:23])(=[O:6])[O:4]C.C[Si](Br)(C)C.N1C(C)=CC=CC=1C. The catalyst is C(#N)C. The product is [OH:24][C:12]1[C:11]([CH2:10][CH:9]=[C:8]([CH3:25])[CH2:7][P:3](=[O:2])([OH:6])[OH:4])=[C:19]([O:20][CH3:21])[C:18]([CH3:22])=[C:17]2[C:13]=1[C:14](=[O:23])[O:15][CH2:16]2. The yield is 0.730.